From a dataset of Forward reaction prediction with 1.9M reactions from USPTO patents (1976-2016). Predict the product of the given reaction. (1) Given the reactants [N:1]1[CH:6]=[CH:5][CH:4]=[C:3]([CH2:7][CH2:8][C:9](O)=O)[CH:2]=1.CCN=C=NCCCN(C)C.[CH2:23]([C:25]1[CH:26]=[C:27]([C:34]2[CH:39]=[CH:38][C:37]([C:40]3[CH:41]=[C:42]([NH2:45])[NH:43][N:44]=3)=[CH:36][CH:35]=2)[CH:28]=[CH:29][C:30]=1[O:31][O:32][CH3:33])[CH3:24], predict the reaction product. The product is: [CH2:23]([C:25]1[CH:26]=[C:27]([C:34]2[CH:35]=[CH:36][C:37]([C:40]3[CH:41]=[C:42]([NH:45][CH2:9][CH2:8][CH2:7][C:3]4[CH:2]=[N:1][CH:6]=[CH:5][CH:4]=4)[NH:43][N:44]=3)=[CH:38][CH:39]=2)[CH:28]=[CH:29][C:30]=1[O:31][O:32][CH3:33])[CH3:24]. (2) The product is: [C:50]([O:49][C@@H:48]1[C@H:47]([O:58][C:59](=[O:66])[C:60]2[CH:65]=[CH:64][CH:63]=[CH:62][CH:61]=2)[C@@H:46]([C:67]2[N:71]=[CH:70][N:69]([CH2:72][CH3:73])[N:68]=2)[O:45][C@H:44]1[N:15]1[CH:14]=[N:13][C:12]2[C:16]1=[N:17][C:18]([CH2:20][NH:21][S:22]([CH2:25][CH:26]([CH3:28])[CH3:27])(=[O:23])=[O:24])=[N:19][C:11]=2[NH:10][CH2:9][CH:8]([C:2]1[CH:3]=[CH:4][CH:5]=[CH:6][CH:7]=1)[C:29]1[CH:30]=[CH:31][CH:32]=[CH:33][CH:34]=1)(=[O:57])[C:51]1[CH:52]=[CH:53][CH:54]=[CH:55][CH:56]=1. Given the reactants Cl.[C:2]1([CH:8]([C:29]2[CH:34]=[CH:33][CH:32]=[CH:31][CH:30]=2)[CH2:9][NH:10][C:11]2[N:19]=[C:18]([CH2:20][NH:21][S:22]([CH2:25][CH:26]([CH3:28])[CH3:27])(=[O:24])=[O:23])[N:17]=[C:16]3[C:12]=2[N:13]=[CH:14][NH:15]3)[CH:7]=[CH:6][CH:5]=[CH:4][CH:3]=1.C(O[C@@H:44]1[C@H:48]([O:49][C:50](=[O:57])[C:51]2[CH:56]=[CH:55][CH:54]=[CH:53][CH:52]=2)[C@H:47]([O:58][C:59](=[O:66])[C:60]2[CH:65]=[CH:64][CH:63]=[CH:62][CH:61]=2)[C@@H:46]([C:67]2[N:71]=[CH:70][N:69]([CH2:72][CH3:73])[N:68]=2)[O:45]1)(=O)C1C=CC=CC=1.C(O[C@H]1[C@H](OC(=O)C2C=CC=CC=2)[C@H](OC(=O)C2C=CC=CC=2)[C@@H](C2N=CN(CC)N=2)O1)(=O)C1C=CC=CC=1, predict the reaction product. (3) Given the reactants CCN(C(C)C)C(C)C.C1C=CC2N(O)N=NC=2C=1.CCN=C=NCCCN(C)C.[N:31]1([C:36]2[CH:37]=[CH:38][C:39]3[N:40]([CH:42]=[C:43]([C:45]([OH:47])=O)[N:44]=3)[CH:41]=2)[CH:35]=[CH:34][CH:33]=[N:32]1.Cl.[NH2:49][CH2:50][C:51]([N:53]1[CH2:58][CH2:57][N:56]([C:59](=[O:68])[C:60]2[CH:65]=[C:64]([F:66])[CH:63]=[CH:62][C:61]=2[Cl:67])[CH2:55][CH2:54]1)=[O:52].ClC1C=CC(F)=CC=1C(O)=O, predict the reaction product. The product is: [Cl:67][C:61]1[CH:62]=[CH:63][C:64]([F:66])=[CH:65][C:60]=1[C:59]([N:56]1[CH2:55][CH2:54][N:53]([C:51](=[O:52])[CH2:50][NH:49][C:45]([C:43]2[N:44]=[C:39]3[CH:38]=[CH:37][C:36]([N:31]4[CH:35]=[CH:34][CH:33]=[N:32]4)=[CH:41][N:40]3[CH:42]=2)=[O:47])[CH2:58][CH2:57]1)=[O:68]. (4) Given the reactants [CH3:1][N:2]1[C:6]2[CH:7]=[C:8]([CH2:11][NH:12]C(=O)OC(C)(C)C)[CH:9]=[CH:10][C:5]=2[NH:4][C:3]1=[O:20].[ClH:21].CO, predict the reaction product. The product is: [ClH:21].[NH2:12][CH2:11][C:8]1[CH:9]=[CH:10][C:5]2[NH:4][C:3](=[O:20])[N:2]([CH3:1])[C:6]=2[CH:7]=1. (5) The product is: [NH:18]1[C:19]2[C:24](=[CH:23][CH:22]=[CH:21][CH:20]=2)[C:16]([CH2:15][C@@H:11]([NH:10][S:7]([C:5]2[S:6][C:2]([C:26]#[C:25][Si:27]([CH3:30])([CH3:29])[CH3:28])=[CH:3][CH:4]=2)(=[O:9])=[O:8])[C:12]([OH:14])=[O:13])=[CH:17]1. Given the reactants Br[C:2]1[S:6][C:5]([S:7]([NH:10][C@H:11]([CH2:15][C:16]2[C:24]3[C:19](=[CH:20][CH:21]=[CH:22][CH:23]=3)[NH:18][CH:17]=2)[C:12]([OH:14])=[O:13])(=[O:9])=[O:8])=[CH:4][CH:3]=1.[C:25]([Si:27]([CH3:30])([CH3:29])[CH3:28])#[CH:26].C(N(CC)CC)C, predict the reaction product. (6) Given the reactants [CH3:1][N:2]([CH2:4][C:5]1[C:13]2[O:12][N:11]=[C:10]([CH2:14][CH2:15][CH:16]3[CH2:21][CH2:20][NH:19][CH2:18][CH2:17]3)[C:9]=2[CH:8]=[CH:7][C:6]=1[O:22][C:23]1[CH:28]=[CH:27][C:26]([F:29])=[CH:25][CH:24]=1)[CH3:3].C1(CO[C:35]2[CH:59]=[CH:58][C:38]3C(CCC4CCN(CC5(CO)CCCC5)CC4)=NO[C:37]=3[C:36]=2[CH2:60]N(C)C)CC1.C(=O)C1C=CC=CC=1, predict the reaction product. The product is: [CH3:1][N:2]([CH2:4][C:5]1[C:13]2[O:12][N:11]=[C:10]([CH2:14][CH2:15][CH:16]3[CH2:17][CH2:18][N:19]([CH2:60][C:36]4[CH:37]=[CH:38][CH:58]=[CH:59][CH:35]=4)[CH2:20][CH2:21]3)[C:9]=2[CH:8]=[CH:7][C:6]=1[O:22][C:23]1[CH:28]=[CH:27][C:26]([F:29])=[CH:25][CH:24]=1)[CH3:3].